From a dataset of Full USPTO retrosynthesis dataset with 1.9M reactions from patents (1976-2016). Predict the reactants needed to synthesize the given product. (1) Given the product [ClH:23].[ClH:23].[CH3:1][O:2][C:3]1[CH:4]=[CH:5][C:6]([N:9]2[CH2:14][CH2:13][CH:12]([NH2:15])[CH2:11][CH2:10]2)=[CH:7][CH:8]=1, predict the reactants needed to synthesize it. The reactants are: [CH3:1][O:2][C:3]1[CH:8]=[CH:7][C:6]([N:9]2[CH2:14][CH2:13][CH:12]([NH:15]C(=O)OC(C)(C)C)[CH2:11][CH2:10]2)=[CH:5][CH:4]=1.[ClH:23].CO. (2) Given the product [F:1][C:2]1[CH:30]=[CH:29][C:5]([CH2:6][N:7]2[C:11]3=[CH:12][N:13]=[C:14]([C:24]([O:26][CH2:27][CH3:28])=[O:25])[C:15](/[CH:31]=[CH:32]/[CH2:33][CH2:34][CH2:35][CH3:36])=[C:10]3[CH:9]=[CH:8]2)=[CH:4][CH:3]=1, predict the reactants needed to synthesize it. The reactants are: [F:1][C:2]1[CH:30]=[CH:29][C:5]([CH2:6][N:7]2[C:11]3=[CH:12][N:13]=[C:14]([C:24]([O:26][CH2:27][CH3:28])=[O:25])[C:15](OS(C(F)(F)F)(=O)=O)=[C:10]3[CH:9]=[CH:8]2)=[CH:4][CH:3]=1.[CH2:31]=[CH:32][CH2:33][CH2:34][CH2:35][CH3:36].C(N(CC)CC)C.